Task: Predict the reactants needed to synthesize the given product.. Dataset: Full USPTO retrosynthesis dataset with 1.9M reactions from patents (1976-2016) Given the product [C:1]([NH:4][CH2:5][CH2:6][CH2:7][S:8]([O:11][CH2:12][C:13]([CH3:18])([CH3:17])[CH2:14][C:15]([OH:21])=[O:16])(=[O:10])=[O:9])(=[O:3])[CH3:2], predict the reactants needed to synthesize it. The reactants are: [C:1]([NH:4][CH2:5][CH2:6][CH2:7][S:8]([O:11][CH2:12][C:13]([CH3:18])([CH3:17])[CH2:14][CH:15]=[O:16])(=[O:10])=[O:9])(=[O:3])[CH3:2].CC(C)=[O:21].